This data is from Forward reaction prediction with 1.9M reactions from USPTO patents (1976-2016). The task is: Predict the product of the given reaction. The product is: [C:38]([O:37][C:36](=[O:42])[NH:35][CH2:34][CH:30]1[CH2:31][CH2:32][CH2:33][N:28]([C:2]2[N:3]=[C:4]([N:14]3[C:18]4[CH:19]=[CH:20][CH:21]=[C:22]([O:23][CH3:24])[C:17]=4[N:16]=[C:15]3[CH:25]([F:27])[F:26])[N:5]=[C:6]([N:8]3[CH2:9][CH2:10][O:11][CH2:12][CH2:13]3)[N:7]=2)[CH2:29]1)([CH3:41])([CH3:39])[CH3:40]. Given the reactants Cl[C:2]1[N:7]=[C:6]([N:8]2[CH2:13][CH2:12][O:11][CH2:10][CH2:9]2)[N:5]=[C:4]([N:14]2[C:18]3[CH:19]=[CH:20][CH:21]=[C:22]([O:23][CH3:24])[C:17]=3[N:16]=[C:15]2[CH:25]([F:27])[F:26])[N:3]=1.[NH:28]1[CH2:33][CH2:32][CH2:31][CH:30]([CH2:34][NH:35][C:36](=[O:42])[O:37][C:38]([CH3:41])([CH3:40])[CH3:39])[CH2:29]1, predict the reaction product.